This data is from Catalyst prediction with 721,799 reactions and 888 catalyst types from USPTO. The task is: Predict which catalyst facilitates the given reaction. (1) Reactant: C([O:8][C:9]1[CH:18]=[CH:17][C:16]2[N:15]=[CH:14][C:13]3[N:19]=[C:20]([CH2:25][O:26][CH2:27][CH3:28])[N:21]([CH2:22][CH2:23][CH3:24])[C:12]=3[C:11]=2[CH:10]=1)C1C=CC=CC=1. Product: [CH2:27]([O:26][CH2:25][C:20]1[N:21]([CH2:22][CH2:23][CH3:24])[C:12]2[C:11]3[CH:10]=[C:9]([OH:8])[CH:18]=[CH:17][C:16]=3[N:15]=[CH:14][C:13]=2[N:19]=1)[CH3:28]. The catalyst class is: 421. (2) Reactant: C([O:5][C:6](=[O:21])[C@H:7]([CH:18]([CH3:20])[CH3:19])[NH:8][C:9](=[O:17])[CH2:10][C:11]1[CH:12]=[N:13][CH:14]=[CH:15][CH:16]=1)(C)(C)C. Product: [N:13]1[CH:14]=[CH:15][CH:16]=[C:11]([CH2:10][C:9]([NH:8][C@H:7]([C:6]([OH:21])=[O:5])[CH:18]([CH3:20])[CH3:19])=[O:17])[CH:12]=1. The catalyst class is: 617. (3) Reactant: [C:1]([C:5]1[CH:6]=[C:7]([NH:11][C:12]([C:14]2([CH3:27])[CH2:19][CH2:18][N:17](C(OC(C)(C)C)=O)[CH2:16][CH2:15]2)=[O:13])[CH:8]=[CH:9][CH:10]=1)([CH3:4])([CH3:3])[CH3:2].Cl. The catalyst class is: 5. Product: [C:1]([C:5]1[CH:6]=[C:7]([NH:11][C:12]([C:14]2([CH3:27])[CH2:15][CH2:16][NH:17][CH2:18][CH2:19]2)=[O:13])[CH:8]=[CH:9][CH:10]=1)([CH3:4])([CH3:2])[CH3:3]. (4) Reactant: [Si:1]([O:8][C:9]1[CH:14]=[CH:13][C:12]([CH2:15]O)=[C:11]([Cl:17])[CH:10]=1)([C:4]([CH3:7])([CH3:6])[CH3:5])([CH3:3])[CH3:2].C(N(CC)CC)C.CS([Cl:29])(=O)=O. Product: [C:4]([Si:1]([O:8][C:9]1[CH:14]=[CH:13][C:12]([CH2:15][Cl:29])=[C:11]([Cl:17])[CH:10]=1)([CH3:3])[CH3:2])([CH3:7])([CH3:6])[CH3:5]. The catalyst class is: 96. (5) Reactant: [Br:1][C:2]1[CH:7]=[CH:6][C:5]([S:8](Cl)(=[O:10])=[O:9])=[C:4]([F:12])[CH:3]=1.[CH:13]1([NH2:17])[CH2:16][CH2:15][CH2:14]1. Product: [Br:1][C:2]1[CH:7]=[CH:6][C:5]([S:8]([NH:17][CH:13]2[CH2:16][CH2:15][CH2:14]2)(=[O:10])=[O:9])=[C:4]([F:12])[CH:3]=1. The catalyst class is: 4.